From a dataset of Merck oncology drug combination screen with 23,052 pairs across 39 cell lines. Regression. Given two drug SMILES strings and cell line genomic features, predict the synergy score measuring deviation from expected non-interaction effect. (1) Drug 1: C#Cc1cccc(Nc2ncnc3cc(OCCOC)c(OCCOC)cc23)c1. Drug 2: Cn1c(=O)n(-c2ccc(C(C)(C)C#N)cc2)c2c3cc(-c4cnc5ccccc5c4)ccc3ncc21. Cell line: SKOV3. Synergy scores: synergy=33.2. (2) Drug 1: N#Cc1ccc(Cn2cncc2CN2CCN(c3cccc(Cl)c3)C(=O)C2)cc1. Drug 2: O=C(CCCCCCC(=O)Nc1ccccc1)NO. Cell line: OVCAR3. Synergy scores: synergy=1.14. (3) Drug 1: COC1=C2CC(C)CC(OC)C(O)C(C)C=C(C)C(OC(N)=O)C(OC)C=CC=C(C)C(=O)NC(=CC1=O)C2=O. Drug 2: CNC(=O)c1cc(Oc2ccc(NC(=O)Nc3ccc(Cl)c(C(F)(F)F)c3)cc2)ccn1. Cell line: SKOV3. Synergy scores: synergy=-3.19.